Dataset: Catalyst prediction with 721,799 reactions and 888 catalyst types from USPTO. Task: Predict which catalyst facilitates the given reaction. (1) Reactant: [Cl:1][C:2]1[C:11]([CH:12]=[O:13])=[CH:10][C:9]2[C:4](=[CH:5][CH:6]=[CH:7][CH:8]=2)[N:3]=1.[BH4-].[Na+]. Product: [Cl:1][C:2]1[C:11]([CH2:12][OH:13])=[CH:10][C:9]2[C:4](=[CH:5][CH:6]=[CH:7][CH:8]=2)[N:3]=1. The catalyst class is: 8. (2) Reactant: [F:1][C:2]1[CH:7]=[CH:6][C:5]([N:8]2[C:12](=[O:13])[CH2:11][S:10][C:9]2=[S:14])=[CH:4][CH:3]=1.[CH2:15]([O:17][C:18]1[CH:19]=[C:20]([CH:23]=[CH:24][C:25]=1[OH:26])[CH:21]=O)[CH3:16].[C:27]([O-])(=O)C.[NH4+].O. Product: [F:1][C:2]1[CH:3]=[CH:4][C:5]([N:8]2[C:12](=[O:13])[C:11](=[CH:21][C:20]3[CH:23]=[CH:24][C:25]([OH:26])=[C:18]([O:17][CH2:15][CH:16]=[CH2:27])[CH:19]=3)[S:10][C:9]2=[S:14])=[CH:6][CH:7]=1. The catalyst class is: 15.